From a dataset of NCI-60 drug combinations with 297,098 pairs across 59 cell lines. Regression. Given two drug SMILES strings and cell line genomic features, predict the synergy score measuring deviation from expected non-interaction effect. (1) Drug 1: C(CN)CNCCSP(=O)(O)O. Drug 2: CCC1(C2=C(COC1=O)C(=O)N3CC4=CC5=C(C=CC(=C5CN(C)C)O)N=C4C3=C2)O.Cl. Cell line: OVCAR3. Synergy scores: CSS=7.28, Synergy_ZIP=-2.75, Synergy_Bliss=-0.314, Synergy_Loewe=-28.3, Synergy_HSA=-8.18. (2) Drug 1: CC1C(C(CC(O1)OC2CC(CC3=C2C(=C4C(=C3O)C(=O)C5=C(C4=O)C(=CC=C5)OC)O)(C(=O)C)O)N)O.Cl. Drug 2: C#CCC(CC1=CN=C2C(=N1)C(=NC(=N2)N)N)C3=CC=C(C=C3)C(=O)NC(CCC(=O)O)C(=O)O. Cell line: HCC-2998. Synergy scores: CSS=14.9, Synergy_ZIP=0.891, Synergy_Bliss=6.39, Synergy_Loewe=5.13, Synergy_HSA=4.53. (3) Drug 1: C1=NC2=C(N1)C(=S)N=CN2. Drug 2: CCN(CC)CCCC(C)NC1=C2C=C(C=CC2=NC3=C1C=CC(=C3)Cl)OC. Cell line: MALME-3M. Synergy scores: CSS=17.5, Synergy_ZIP=-8.18, Synergy_Bliss=2.82, Synergy_Loewe=-5.11, Synergy_HSA=1.68. (4) Drug 1: C1=CC(=CC=C1CC(C(=O)O)N)N(CCCl)CCCl.Cl. Drug 2: C1=CC(=CC=C1C#N)C(C2=CC=C(C=C2)C#N)N3C=NC=N3. Cell line: NCI-H522. Synergy scores: CSS=11.2, Synergy_ZIP=-4.16, Synergy_Bliss=-0.247, Synergy_Loewe=-2.76, Synergy_HSA=1.44. (5) Drug 1: CCCS(=O)(=O)NC1=C(C(=C(C=C1)F)C(=O)C2=CNC3=C2C=C(C=N3)C4=CC=C(C=C4)Cl)F. Drug 2: CC12CCC3C(C1CCC2=O)CC(=C)C4=CC(=O)C=CC34C. Cell line: HCT116. Synergy scores: CSS=59.6, Synergy_ZIP=1.60, Synergy_Bliss=-4.20, Synergy_Loewe=-5.60, Synergy_HSA=-5.51.